This data is from Reaction yield outcomes from USPTO patents with 853,638 reactions. The task is: Predict the reaction yield, written as a fraction of the theoretical maximum amount of product (1.0 means a 100% yield; for example, 0.34 means a 34% yield). (1) The reactants are [Cl:1][C:2]1[CH:7]=[CH:6][CH:5]=[C:4](SC)[N:3]=1.ClN1C(=O)CC[C:12]1=O.Cl[O-].[Na+].[S:21]([O-:24])([O-])=[O:22].[Na+].[Na+]. The catalyst is C(OCC)(=O)C. The product is [Cl:1][C:2]1[CH:7]=[CH:6][CH:5]=[C:4]([S:21]([CH3:12])(=[O:24])=[O:22])[N:3]=1. The yield is 0.980. (2) The reactants are [NH2:1][C:2]1[CH:9]=[CH:8][CH:7]=[C:6]([F:10])[C:3]=1[CH2:4][NH2:5].[CH2:11](C(CC)(CC)C([O-])([O-])[O-])[CH3:12]. The catalyst is C(O)C. The product is [F:10][C:6]1[CH:7]=[CH:8][CH:9]=[C:2]2[C:3]=1[CH2:4][NH:5][C:11]([CH3:12])=[N:1]2. The yield is 0.570. (3) The reactants are [CH3:1][C:2]1[CH:7]=[N:6][C:5]([CH3:8])=[CH:4][N:3]=1.[C:9]1([CH3:22])[CH:14]=[C:13]([CH3:15])[CH:12]=[C:11]([CH3:16])[C:10]=1[S:17]([O:20][NH2:21])(=[O:19])=[O:18].C(OCC)C. The catalyst is ClCCl. The product is [NH2:21][N+:3]1[CH:4]=[C:5]([CH3:8])[N:6]=[CH:7][C:2]=1[CH3:1].[CH3:16][C:11]1[CH:12]=[C:13]([CH3:15])[CH:14]=[C:9]([CH3:22])[C:10]=1[S:17]([O-:20])(=[O:19])=[O:18]. The yield is 0.970. (4) The reactants are CC1(C)[O:6][CH:5]([CH2:7][O:8][C:9](=[O:31])[C:10]2[CH:15]=[CH:14][C:13]([O:16][C:17](=[O:30])[CH:18]([C:20]3[CH:25]=[CH:24][C:23]([CH2:26][CH:27]([CH3:29])[CH3:28])=[CH:22][CH:21]=3)[CH3:19])=[CH:12][CH:11]=2)[CH2:4][O:3]1. The catalyst is C(O)(=O)C. The product is [CH2:26]([C:23]1[CH:22]=[CH:21][C:20]([CH:18]([CH3:19])[C:17]([O:16][C:13]2[CH:12]=[CH:11][C:10]([C:9]([O:8][CH2:7][CH:5]([OH:6])[CH2:4][OH:3])=[O:31])=[CH:15][CH:14]=2)=[O:30])=[CH:25][CH:24]=1)[CH:27]([CH3:29])[CH3:28]. The yield is 0.730. (5) The reactants are [C:1]1([C@@:7]2([CH2:19][NH:20][C:21](=[O:27])[O:22][C:23]([CH3:26])([CH3:25])[CH3:24])[CH2:9][C@H:8]2[CH2:10][O:11]CC2C=CC=CC=2)[CH:6]=[CH:5][CH:4]=[CH:3][CH:2]=1. The catalyst is [Pd].C(O)C. The product is [OH:11][CH2:10][C@@H:8]1[CH2:9][C@:7]1([CH2:19][NH:20][C:21](=[O:27])[O:22][C:23]([CH3:25])([CH3:24])[CH3:26])[C:1]1[CH:2]=[CH:3][CH:4]=[CH:5][CH:6]=1. The yield is 0.960. (6) The reactants are [CH3:1][C:2]1([CH3:20])[CH2:6][C:5]2[C:7]([CH3:19])=[C:8]([N:13]3[CH2:18][CH2:17][NH:16][CH2:15][CH2:14]3)[C:9]([CH3:12])=[C:10]([CH3:11])[C:4]=2[O:3]1.Br[C:22]1[CH:27]=[CH:26][C:25]([O:28][CH3:29])=[C:24]([F:30])[CH:23]=1. No catalyst specified. The product is [F:30][C:24]1[CH:23]=[C:22]([N:16]2[CH2:15][CH2:14][N:13]([C:8]3[C:9]([CH3:12])=[C:10]([CH3:11])[C:4]4[O:3][C:2]([CH3:20])([CH3:1])[CH2:6][C:5]=4[C:7]=3[CH3:19])[CH2:18][CH2:17]2)[CH:27]=[CH:26][C:25]=1[O:28][CH3:29]. The yield is 0.360. (7) The reactants are C(N(CC)CC)C.Cl.[Cl:9][C:10]1[C:15]([N:16]2[CH2:21][CH2:20][N:19]([CH2:22][CH2:23][NH:24][CH3:25])[CH2:18][CH2:17]2)=[CH:14][CH:13]=[CH:12][N:11]=1.[F:26][C:27]1[CH:32]=[CH:31][C:30]([S:33](Cl)(=[O:35])=[O:34])=[CH:29][CH:28]=1. The catalyst is ClCCl.C(=O)(O)[O-].[Na+]. The product is [Cl:9][C:10]1[C:15]([N:16]2[CH2:21][CH2:20][N:19]([CH2:22][CH2:23][N:24]([CH3:25])[S:33]([C:30]3[CH:31]=[CH:32][C:27]([F:26])=[CH:28][CH:29]=3)(=[O:35])=[O:34])[CH2:18][CH2:17]2)=[CH:14][CH:13]=[CH:12][N:11]=1. The yield is 0.830. (8) The yield is 0.919. The product is [Br:17][C:14]1[S:13][C:12]2=[C:5]([C:6]([O:8][CH2:9][CH3:10])=[O:7])[N:3]=[CH:4][N:16]2[CH:15]=1. The catalyst is CN(C)C=O.[Cl-].[Na+].O.O. The reactants are [H-].[Na+].[N+:3]([CH2:5][C:6]([O:8][CH2:9][CH3:10])=[O:7])#[C-:4].Br[C:12]1[S:13][C:14]([Br:17])=[CH:15][N:16]=1.Cl. (9) The reactants are [CH2:1]([C:3]1[O:4][C:5]2[CH:11]=[CH:10][CH:9]=[CH:8][C:6]=2[CH:7]=1)[CH3:2].N#N.[CH3:14][O:15][C:16]1[C:24]([CH3:25])=[CH:23][C:19]([C:20](Cl)=[O:21])=[CH:18][C:17]=1[CH3:26].[Sn](Cl)(Cl)(Cl)Cl. The catalyst is C(=S)=S.O. The product is [CH2:1]([C:3]1[O:4][C:5]2[CH:11]=[CH:10][CH:9]=[CH:8][C:6]=2[C:7]=1[C:20]([C:19]1[CH:23]=[C:24]([CH3:25])[C:16]([O:15][CH3:14])=[C:17]([CH3:26])[CH:18]=1)=[O:21])[CH3:2]. The yield is 0.390. (10) The reactants are Cl[C:2]1[CH:11]=[C:10]([C:12]([NH:14][C:15]2[C:16]([CH3:26])=[C:17]([CH:22]=[CH:23][C:24]=2[CH3:25])[C:18]([O:20][CH3:21])=[O:19])=[O:13])[C:9]2[C:4](=[CH:5][CH:6]=[CH:7][CH:8]=2)[N:3]=1.[C:27]([Si:31]([CH3:40])([CH3:39])[O:32][CH:33]1[CH2:38][CH2:37][NH:36][CH2:35][CH2:34]1)([CH3:30])([CH3:29])[CH3:28].C([O-])([O-])=O.[Cs+].[Cs+]. The catalyst is O1CCOCC1.C1C=CC(/C=C/C(/C=C/C2C=CC=CC=2)=O)=CC=1.C1C=CC(/C=C/C(/C=C/C2C=CC=CC=2)=O)=CC=1.C1C=CC(/C=C/C(/C=C/C2C=CC=CC=2)=O)=CC=1.[Pd].[Pd].COC1C=CC=C(OC)C=1C1C=CC=CC=1P(C1CCCCC1)C1CCCCC1. The product is [Si:31]([O:32][CH:33]1[CH2:34][CH2:35][N:36]([C:2]2[CH:11]=[C:10]([C:12]([NH:14][C:15]3[C:16]([CH3:26])=[C:17]([CH:22]=[CH:23][C:24]=3[CH3:25])[C:18]([O:20][CH3:21])=[O:19])=[O:13])[C:9]3[C:4](=[CH:5][CH:6]=[CH:7][CH:8]=3)[N:3]=2)[CH2:37][CH2:38]1)([C:27]([CH3:30])([CH3:29])[CH3:28])([CH3:40])[CH3:39]. The yield is 0.600.